This data is from Reaction yield outcomes from USPTO patents with 853,638 reactions. The task is: Predict the reaction yield, written as a fraction of the theoretical maximum amount of product (1.0 means a 100% yield; for example, 0.34 means a 34% yield). (1) The reactants are [C:1](Cl)(=O)[C:2]([Cl:4])=[O:3].[Br:7][C:8]1[CH:9]=[N:10]C(C(O)=O)=[N:12][CH:13]=1.CN(C)C=O. The product is [Br:7][C:8]1[CH:13]=[N:12][C:1]([C:2]([Cl:4])=[O:3])=[N:10][CH:9]=1. The yield is 1.00. The catalyst is ClCCl.CN(C)C=O.CO. (2) The reactants are [Br:1][C:2]1[N:3]=[C:4]([CH:16]=O)[N:5]([CH2:8][O:9][CH2:10][CH2:11][Si:12]([CH3:15])([CH3:14])[CH3:13])[C:6]=1[Br:7].[CH3:18][C:19]([S@@:22]([NH2:24])=[O:23])([CH3:21])[CH3:20]. The catalyst is C(Cl)Cl.S([O-])([O-])(=O)=O.[Cu+2]. The product is [Br:1][C:2]1[N:3]=[C:4](/[CH:16]=[N:24]/[S@:22]([C:19]([CH3:21])([CH3:20])[CH3:18])=[O:23])[N:5]([CH2:8][O:9][CH2:10][CH2:11][Si:12]([CH3:15])([CH3:14])[CH3:13])[C:6]=1[Br:7]. The yield is 0.940. (3) The reactants are [CH3:1][C:2]1[CH:3]=[C:4]([CH:8]=[CH:9][C:10]=1[CH3:11])[C:5]([OH:7])=O.CN(C(ON1N=NC2C=CC=CC1=2)=[N+](C)C)C.[B-](F)(F)(F)F.CCN(C(C)C)C(C)C.[CH3:43][NH:44][C@@H:45]([CH2:52][CH2:53][CH3:54])[CH2:46][N:47]1[CH2:50][CH:49]([OH:51])[CH2:48]1. The catalyst is C(Cl)Cl. The product is [OH:51][CH:49]1[CH2:48][N:47]([CH2:46][C@@H:45]([N:44]([CH3:43])[C:5](=[O:7])[C:4]2[CH:8]=[CH:9][C:10]([CH3:11])=[C:2]([CH3:1])[CH:3]=2)[CH2:52][CH2:53][CH3:54])[CH2:50]1. The yield is 0.270. (4) The reactants are [NH2:1][CH2:2][CH2:3][N:4]1[C:12](=[O:13])[C:11]2[N:10]([CH2:14][C:15]3[CH:20]=[CH:19][C:18]([Cl:21])=[CH:17][CH:16]=3)[C:9]([O:22][C:23]3[CH:28]=[CH:27][CH:26]=[C:25]([O:29][C:30]([F:33])([F:32])[F:31])[CH:24]=3)=[N:8][C:7]=2[N:6]([CH3:34])[C:5]1=[O:35].[CH3:36][CH:37]([S:39](Cl)(=[O:41])=[O:40])[CH3:38]. The catalyst is C(Cl)Cl.O. The product is [Cl:21][C:18]1[CH:17]=[CH:16][C:15]([CH2:14][N:10]2[C:11]3[C:12](=[O:13])[N:4]([CH2:3][CH2:2][NH:1][S:39]([CH:37]([CH3:38])[CH3:36])(=[O:41])=[O:40])[C:5](=[O:35])[N:6]([CH3:34])[C:7]=3[N:8]=[C:9]2[O:22][C:23]2[CH:28]=[CH:27][CH:26]=[C:25]([O:29][C:30]([F:33])([F:31])[F:32])[CH:24]=2)=[CH:20][CH:19]=1. The yield is 0.165.